This data is from Catalyst prediction with 721,799 reactions and 888 catalyst types from USPTO. The task is: Predict which catalyst facilitates the given reaction. (1) Reactant: C[Si]([N-][Si](C)(C)C)(C)C.[K+].[O:11]=[C:12]1[CH2:16][CH2:15][CH2:14][CH:13]1[C:17]([O:19][CH3:20])=[O:18].C1C=CC(N([S:28]([C:31]([F:34])([F:33])[F:32])(=[O:30])=[O:29])[S:28]([C:31]([F:34])([F:33])[F:32])(=[O:30])=[O:29])=CC=1. Product: [F:32][C:31]([F:34])([F:33])[S:28]([O:11][C:12]1[CH2:16][CH2:15][CH2:14][C:13]=1[C:17]([O:19][CH3:20])=[O:18])(=[O:30])=[O:29]. The catalyst class is: 1. (2) The catalyst class is: 6. Product: [P:5]([O-:9])([OH:8])([OH:7])=[O:6].[K+:16].[Na+:10].[P:11]([O-:15])([OH:14])([OH:13])=[O:12].[C:1]([O-:4])(=[O:3])[CH3:2].[Na+:10]. Reactant: [C:1]([O-:4])(=[O:3])[CH3:2].[P:5]([O-:9])([OH:8])([OH:7])=[O:6].[Na+:10].[P:11]([O-:15])([OH:14])([OH:13])=[O:12].[K+:16].